Dataset: Forward reaction prediction with 1.9M reactions from USPTO patents (1976-2016). Task: Predict the product of the given reaction. Given the reactants [C:1]([O:5][C:6]([NH:8][C:9]1(C(OCC)=O)[CH:14]=[C:13]([Cl:15])[CH:12]=[CH:11][NH:10]1)=[O:7])([CH3:4])([CH3:3])[CH3:2].[BH4-].[Na+].Cl.[C:24](=O)(O)[O-:25].[Na+], predict the reaction product. The product is: [C:1]([O:5][C:6]([NH:8][C:9]1[CH:14]=[C:13]([Cl:15])[CH:12]=[C:11]([CH2:24][OH:25])[N:10]=1)=[O:7])([CH3:2])([CH3:3])[CH3:4].